The task is: Predict which catalyst facilitates the given reaction.. This data is from Catalyst prediction with 721,799 reactions and 888 catalyst types from USPTO. (1) Reactant: [CH3:1][C:2]1[N:11]([C:12]2[CH:17]=[CH:16][C:15]([OH:18])=[CH:14][CH:13]=2)[C:10](=[O:19])[C:9]2[C:4](=[CH:5][CH:6]=[CH:7][CH:8]=2)[N:3]=1.[N:20]1([CH2:26][CH2:27]O)[CH2:25][CH2:24][CH2:23][CH2:22][CH2:21]1.C1(P(C2C=CC=CC=2)C2C=CC=CC=2)C=CC=CC=1.CCOC(/N=N/C(OCC)=O)=O. Product: [CH3:1][C:2]1[N:11]([C:12]2[CH:17]=[CH:16][C:15]([O:18][CH2:27][CH2:26][N:20]3[CH2:25][CH2:24][CH2:23][CH2:22][CH2:21]3)=[CH:14][CH:13]=2)[C:10](=[O:19])[C:9]2[C:4](=[CH:5][CH:6]=[CH:7][CH:8]=2)[N:3]=1. The catalyst class is: 7. (2) Reactant: [C:1]1([C:12]([NH:14][CH:15]([CH2:31][C:32]2[CH:37]=[CH:36][CH:35]=[C:34]([O:38][C:39]([F:44])([F:43])[CH:40]([F:42])[F:41])[CH:33]=2)[CH:16]([C:18]2[CH:30]=[CH:29][C:21]([O:22][CH2:23][C:24]([O:26]CC)=[O:25])=[CH:20][CH:19]=2)[OH:17])=[O:13])[C:6]2[CH:7]=[CH:8][CH2:9][CH2:10][CH2:11][C:5]=2[CH:4]=[CH:3][CH:2]=1.[OH-].[Na+].Cl. Product: [C:1]1([C:12]([NH:14][CH:15]([CH2:31][C:32]2[CH:37]=[CH:36][CH:35]=[C:34]([O:38][C:39]([F:43])([F:44])[CH:40]([F:41])[F:42])[CH:33]=2)[CH:16]([C:18]2[CH:30]=[CH:29][C:21]([O:22][CH2:23][C:24]([OH:26])=[O:25])=[CH:20][CH:19]=2)[OH:17])=[O:13])[C:6]2[CH:7]=[CH:8][CH2:9][CH2:10][CH2:11][C:5]=2[CH:4]=[CH:3][CH:2]=1. The catalyst class is: 5. (3) Product: [CH3:14][O:1][C:2]1([CH2:5][NH:6][C:7](=[O:13])[O:8][C:9]([CH3:10])([CH3:12])[CH3:11])[CH2:4][CH2:3]1. Reactant: [OH:1][C:2]1([CH2:5][NH:6][C:7](=[O:13])[O:8][C:9]([CH3:12])([CH3:11])[CH3:10])[CH2:4][CH2:3]1.[C:14]([O-])([O-])=O.[Cs+].[Cs+].CI. The catalyst class is: 3. (4) Reactant: Br.[CH3:2][O:3][C:4](=[O:12])[CH2:5][C:6]1[S:10][C:9]([NH2:11])=[N:8][CH:7]=1.CCN(C(C)C)C(C)C.[F:22][C:23]([F:34])([F:33])[C:24]1[CH:25]=[C:26]([N:30]=[C:31]=[O:32])[CH:27]=[CH:28][CH:29]=1. Product: [CH3:2][O:3][C:4](=[O:12])[CH2:5][C:6]1[S:10][C:9]([NH:11][C:31]([NH:30][C:26]2[CH:27]=[CH:28][CH:29]=[C:24]([C:23]([F:22])([F:33])[F:34])[CH:25]=2)=[O:32])=[N:8][CH:7]=1. The catalyst class is: 3. (5) Reactant: [H-].[H-].[H-].[H-].[Li+].[Al+3].[CH2:7]([N:14]1[CH2:19][CH2:18][C:17]([N:26]([CH3:31])[C:27](=O)OC)([C:20]2[CH:21]=[N:22][CH:23]=[CH:24][CH:25]=2)[CH2:16][CH2:15]1)[C:8]1[CH:13]=[CH:12][CH:11]=[CH:10][CH:9]=1. Product: [CH2:7]([N:14]1[CH2:15][CH2:16][C:17]([C:20]2[CH:21]=[N:22][CH:23]=[CH:24][CH:25]=2)([N:26]([CH3:31])[CH3:27])[CH2:18][CH2:19]1)[C:8]1[CH:13]=[CH:12][CH:11]=[CH:10][CH:9]=1. The catalyst class is: 1. (6) Reactant: [CH3:1][NH:2][C:3]([NH2:5])=[O:4].N#N.[H-].[Na+].[CH2:10]([C:14]([CH3:25])([C:20]([O:22]CC)=O)[C:15]([O:17]CC)=O)/[CH:11]=[CH:12]/[CH3:13]. Product: [CH2:10]([C:14]1([CH3:25])[C:15](=[O:17])[N:2]([CH3:1])[C:3](=[O:4])[NH:5][C:20]1=[O:22])/[CH:11]=[CH:12]/[CH3:13]. The catalyst class is: 3. (7) Reactant: [C:1]([O:5][C:6]([N:8]1[CH2:20][C@@H:19]([CH3:21])[N:18]2[C@H:10]([CH2:11][C:12]3[C:17]2=[N:16][C:15]([CH3:22])=[C:14]([CH:23]=[O:24])[CH:13]=3)[CH2:9]1)=[O:7])([CH3:4])([CH3:3])[CH3:2].[BH4-].[Na+].C(=O)(O)[O-].[Na+]. Product: [C:1]([O:5][C:6]([N:8]1[CH2:20][C@@H:19]([CH3:21])[N:18]2[C@H:10]([CH2:11][C:12]3[C:17]2=[N:16][C:15]([CH3:22])=[C:14]([CH2:23][OH:24])[CH:13]=3)[CH2:9]1)=[O:7])([CH3:2])([CH3:3])[CH3:4]. The catalyst class is: 5. (8) Reactant: [N+:1]([C:4]1[CH:5]=[C:6]2[C:11](=[CH:12][CH:13]=1)[NH:10][C:9](=[O:14])[CH2:8][CH2:7]2)([O-:3])=[O:2].[C:15]([O-])([O-])=O.[K+].[K+].O. Product: [CH3:15][N:10]1[C:11]2[C:6](=[CH:5][C:4]([N+:1]([O-:3])=[O:2])=[CH:13][CH:12]=2)[CH2:7][CH2:8][C:9]1=[O:14]. The catalyst class is: 3. (9) Reactant: [CH:1]1([NH:4][C:5]2[C:10]([C:11]([OH:13])=O)=[CH:9][N:8]=[C:7]3[N:14]([CH2:17][CH3:18])[N:15]=[CH:16][C:6]=23)[CH2:3][CH2:2]1.Cl.[CH3:20][NH:21][O:22][CH3:23].OC1C2N=NNC=2C=CC=1.CN1CCOCC1.Cl.CN(C)CCCN=C=NCC. Product: [CH:1]1([NH:4][C:5]2[C:10]([C:11]([N:21]([O:22][CH3:23])[CH3:20])=[O:13])=[CH:9][N:8]=[C:7]3[N:14]([CH2:17][CH3:18])[N:15]=[CH:16][C:6]=23)[CH2:2][CH2:3]1. The catalyst class is: 35.